This data is from Peptide-MHC class I binding affinity with 185,985 pairs from IEDB/IMGT. The task is: Regression. Given a peptide amino acid sequence and an MHC pseudo amino acid sequence, predict their binding affinity value. This is MHC class I binding data. (1) The binding affinity (normalized) is 0. The MHC is Mamu-A01 with pseudo-sequence Mamu-A01. The peptide sequence is AKPHVKEEEGA. (2) The peptide sequence is VHFRNQVKI. The MHC is HLA-A01:01 with pseudo-sequence HLA-A01:01. The binding affinity (normalized) is 0.0847. (3) The peptide sequence is NTQGYFPDWQ. The MHC is HLA-B54:01 with pseudo-sequence HLA-B54:01. The binding affinity (normalized) is 0.